Dataset: Catalyst prediction with 721,799 reactions and 888 catalyst types from USPTO. Task: Predict which catalyst facilitates the given reaction. (1) Reactant: [Cl-].[O:2]1[CH:6]=[CH:5][C:4]([C:7]2[CH:8]=[C:9]([C:27]([F:30])([F:29])[F:28])[C:10]3[N:11]([CH:13]=[C:14]([CH2:16][N+:17]45CN6CN(CN(C6)C4)C5)[N:15]=3)[CH:12]=2)=[CH:3]1.Cl.CCOCC.C(Cl)[Cl:38]. Product: [ClH:38].[O:2]1[CH:6]=[CH:5][C:4]([C:7]2[CH:8]=[C:9]([C:27]([F:29])([F:28])[F:30])[C:10]3[N:11]([CH:13]=[C:14]([CH2:16][NH2:17])[N:15]=3)[CH:12]=2)=[CH:3]1. The catalyst class is: 14. (2) Reactant: [NH2:1][C:2]1[C:6]2[C:7]([CH2:23][O:24][CH3:25])=[N:8][C:9]([NH:11][C:12]([NH:14][C@@H:15]([C:17]3[CH:22]=[CH:21][CH:20]=[CH:19][CH:18]=3)[CH3:16])=[O:13])=[CH:10][C:5]=2[NH:4][N:3]=1.N1C=CC=CC=1.[C:32](Cl)([CH3:34])=[O:33].[OH-].[Na+]. Product: [CH3:25][O:24][CH2:23][C:7]1[C:6]2[C:2]([NH:1][C:32](=[O:33])[CH3:34])=[N:3][NH:4][C:5]=2[CH:10]=[C:9]([NH:11][C:12]([NH:14][C@@H:15]([C:17]2[CH:22]=[CH:21][CH:20]=[CH:19][CH:18]=2)[CH3:16])=[O:13])[N:8]=1. The catalyst class is: 1. (3) Reactant: [C:1]1([S:7]([C:10]2[CH:11]=[C:12]3[C:17](=[CH:18][CH:19]=2)[CH:16]([CH2:20][C:21]([OH:23])=O)[CH2:15][CH2:14][CH2:13]3)(=[O:9])=[O:8])[CH:6]=[CH:5][CH:4]=[CH:3][CH:2]=1.C(C1NC=CN=1)(C1NC=CN=1)=O.S(O)(O)(=O)=O.[NH2:41][C:42]([NH2:44])=[NH:43].C(N(C(C)C)CC)(C)C. Product: [C:1]1([S:7]([C:10]2[CH:11]=[C:12]3[C:17](=[CH:18][CH:19]=2)[CH:16]([CH2:20][C:21]([NH:43][C:42]([NH2:44])=[NH:41])=[O:23])[CH2:15][CH2:14][CH2:13]3)(=[O:9])=[O:8])[CH:6]=[CH:5][CH:4]=[CH:3][CH:2]=1. The catalyst class is: 18. (4) Reactant: [CH3:1][C@@H:2]1[C:14]2=[CH:15][C:16]([CH:18]=[CH:19][C@:13]2([CH3:20])[C@@H:12]2[C@H:4]([C@H:5]3[C@:9]([CH3:22])([CH2:10][C@@H:11]2O)[C@@:8]([OH:30])([C:23]([CH2:25][O:26][C:27]([CH3:29])=[O:28])=[O:24])[CH2:7][CH2:6]3)[CH2:3]1)=[O:17]. Product: [C:27]([O:26][CH2:25][C:23]([C:8]1([OH:30])[C@:9]2([CH3:22])[CH:5]([CH:4]3[C:12](=[CH:11][CH2:10]2)[C@:13]2([CH3:20])[C:14](=[CH:15][C:16](=[O:17])[CH:18]=[CH:19]2)[C@@H:2]([CH3:1])[CH2:3]3)[CH2:6][CH2:7]1)=[O:24])(=[O:28])[CH3:29]. The catalyst class is: 348. (5) Reactant: [CH3:1][O:2][CH2:3][O:4][C:5]1[CH:9]=[C:8]([C:10]2[CH:16]=[CH:15][C:13]([NH2:14])=[CH:12][CH:11]=2)[O:7][N:6]=1.[CH:17]([O:20][C:21]1[CH:22]=[C:23]([CH2:27][C:28]([CH3:30])=O)[CH:24]=[CH:25][CH:26]=1)([CH3:19])[CH3:18].[BH3-]C#N.[Na+]. Product: [CH:17]([O:20][C:21]1[CH:22]=[C:23]([CH2:27][CH:28]([NH:14][C:13]2[CH:15]=[CH:16][C:10]([C:8]3[O:7][N:6]=[C:5]([O:4][CH2:3][O:2][CH3:1])[CH:9]=3)=[CH:11][CH:12]=2)[CH3:30])[CH:24]=[CH:25][CH:26]=1)([CH3:19])[CH3:18]. The catalyst class is: 26. (6) Reactant: [Cl:1][C:2]1[N:7]=[CH:6][C:5]([CH2:8][OH:9])=[C:4]([C:10]([F:13])([F:12])[F:11])[CH:3]=1.[CH3:14]C([O-])(C)C.[K+].CCOC(C)=O. Product: [Cl:1][C:2]1[CH:3]=[C:4]([C:10]([F:13])([F:11])[F:12])[C:5]([CH2:8][O:9][CH3:14])=[CH:6][N:7]=1. The catalyst class is: 220.